This data is from Forward reaction prediction with 1.9M reactions from USPTO patents (1976-2016). The task is: Predict the product of the given reaction. (1) Given the reactants [Cl:1][C:2]1[C:7]([C:8]2[CH2:13][CH2:12][N:11](C(OC(C)(C)C)=O)[CH2:10][CH:9]=2)=[CH:6][CH:5]=[CH:4][N:3]=1.[H][H].FC(F)(F)C(O)=O.ClC1C(C2CCN(C(OC(C)(C)C)=O)CC2)=CC=CN=1.C([O-])([O-])=O.[K+].[K+], predict the reaction product. The product is: [Cl:1][C:2]1[C:7]([CH:8]2[CH2:13][CH2:12][NH:11][CH2:10][CH2:9]2)=[CH:6][CH:5]=[CH:4][N:3]=1. (2) Given the reactants [Br:1][C:2]1[CH:8]=[CH:7][C:5]([NH2:6])=[CH:4][C:3]=1[Cl:9].C(N(CC)CC)C.[CH3:17][S:18](Cl)(=[O:20])=[O:19], predict the reaction product. The product is: [Br:1][C:2]1[CH:8]=[CH:7][C:5]([NH:6][S:18]([CH3:17])(=[O:20])=[O:19])=[CH:4][C:3]=1[Cl:9]. (3) Given the reactants Br[C:2]1[CH:7]=[CH:6][C:5]([O:8][CH3:9])=[CH:4][CH:3]=1.[CH3:10][C:11]1[CH:12]=[C:13]2[C:17](=[CH:18][CH:19]=1)[NH:16][C:15](=[O:20])[C:14]2=[O:21], predict the reaction product. The product is: [OH:21][C:14]1([C:2]2[CH:7]=[CH:6][C:5]([O:8][CH3:9])=[CH:4][CH:3]=2)[C:13]2[C:17](=[CH:18][CH:19]=[C:11]([CH3:10])[CH:12]=2)[NH:16][C:15]1=[O:20].